Task: Predict the product of the given reaction.. Dataset: Forward reaction prediction with 1.9M reactions from USPTO patents (1976-2016) The product is: [CH3:1][C:2]1([CH3:11])[O:6][C@@H:5]2[CH2:7][CH2:8][C:9](=[O:10])[C@@H:4]2[O:3]1.[CH3:1][C:2]1([CH3:11])[O:6][C@@H:5]2[CH2:7][CH2:8][C@H:9]([OH:10])[C@@H:4]2[O:3]1. Given the reactants [CH3:1][C:2]1([CH3:11])[O:6][C@@H:5]2[CH:7]=[CH:8][C@H:9]([OH:10])[C@@H:4]2[O:3]1, predict the reaction product.